Dataset: Reaction yield outcomes from USPTO patents with 853,638 reactions. Task: Predict the reaction yield, written as a fraction of the theoretical maximum amount of product (1.0 means a 100% yield; for example, 0.34 means a 34% yield). (1) The reactants are [CH2:1](Br)[CH2:2][CH2:3][CH2:4][CH2:5][CH2:6][CH2:7][CH3:8].[C:10]([NH:13][C:14]1[CH:19]=[CH:18][CH:17]=[CH:16][CH:15]=1)(=[O:12])[CH3:11].[OH-].[K+].O. The catalyst is CS(C)=O. The product is [C:10]([N:13]([CH2:1][CH2:2][CH2:3][CH2:4][CH2:5][CH2:6][CH2:7][CH3:8])[C:14]1[CH:19]=[CH:18][CH:17]=[CH:16][CH:15]=1)(=[O:12])[CH3:11]. The yield is 0.980. (2) The reactants are [O:1]1[CH2:6][CH2:5][NH:4][C:3]2[CH:7]=[CH:8][CH:9]=[CH:10][C:2]1=2.Br[C:12]1[CH:19]=[CH:18][C:15]([C:16]#[N:17])=[CH:14][C:13]=1[O:20][CH3:21].CC1(C)C2C(=C(P(C3C=CC=CC=3)C3C=CC=CC=3)C=CC=2)OC2C(P(C3C=CC=CC=3)C3C=CC=CC=3)=CC=CC1=2.CC(C)([O-])C.[Na+]. The catalyst is C1(C)C=CC=CC=1.C1C=CC(/C=C/C(/C=C/C2C=CC=CC=2)=O)=CC=1.C1C=CC(/C=C/C(/C=C/C2C=CC=CC=2)=O)=CC=1.C1C=CC(/C=C/C(/C=C/C2C=CC=CC=2)=O)=CC=1.[Pd].[Pd]. The product is [O:1]1[CH2:6][CH2:5][N:4]([C:12]2[CH:19]=[CH:18][C:15]([C:16]#[N:17])=[CH:14][C:13]=2[O:20][CH3:21])[C:3]2[CH:7]=[CH:8][CH:9]=[CH:10][C:2]1=2. The yield is 0.802. (3) The reactants are [Na+].[CH3:2][O:3][C:4]1[CH:5]=[C:6]2[C:11](=[CH:12][CH:13]=1)[CH:10]=[C:9]([C@H:14]([CH3:18])[C:15]([O-:17])=[O:16])[CH:8]=[CH:7]2.Br[CH2:20][CH2:21][OH:22].CCOCC.CCCCCC. The catalyst is CN(C=O)C.C(Cl)Cl. The product is [CH3:2][O:3][C:4]1[CH:5]=[C:6]2[C:11](=[CH:12][CH:13]=1)[CH:10]=[C:9]([C@H:14]([CH3:18])[C:15]([O:17][CH2:20][CH2:21][OH:22])=[O:16])[CH:8]=[CH:7]2. The yield is 0.840. (4) The reactants are [F:1][C:2]1[CH:3]=[C:4]([N+:19]([O-:21])=[O:20])[C:5]([NH:9][C@H:10]([C:12]2[CH:17]=[CH:16][C:15]([F:18])=[CH:14][CH:13]=2)[CH3:11])=[N:6][C:7]=1F.CCN(C(C)C)C(C)C.[CH3:31][C:32]1[NH:36][N:35]=[C:34]([NH2:37])[CH:33]=1. The catalyst is C1COCC1. The product is [F:1][C:2]1[C:7]([NH:37][C:34]2[CH:33]=[C:32]([CH3:31])[NH:36][N:35]=2)=[N:6][C:5]([NH:9][C@H:10]([C:12]2[CH:17]=[CH:16][C:15]([F:18])=[CH:14][CH:13]=2)[CH3:11])=[C:4]([N+:19]([O-:21])=[O:20])[CH:3]=1. The yield is 0.680. (5) The reactants are [CH2:1]([NH:5][C:6](=[O:9])[CH2:7]Cl)[CH2:2][CH2:3][CH3:4].[OH:10][C:11]1[N:12]=[C:13]([C:17]2[CH:22]=[CH:21][C:20]([C:23]([O:25]C)=[O:24])=[CH:19][CH:18]=2)[S:14][C:15]=1[CH3:16].C(=O)([O-])[O-].[K+].[K+].[I-].[K+].O.[OH-].[Li+]. The catalyst is O.CN(C=O)C. The product is [CH2:1]([NH:5][C:6]([CH2:7][O:10][C:11]1[N:12]=[C:13]([C:17]2[CH:22]=[CH:21][C:20]([C:23]([OH:25])=[O:24])=[CH:19][CH:18]=2)[S:14][C:15]=1[CH3:16])=[O:9])[CH2:2][CH2:3][CH3:4]. The yield is 0.210. (6) The reactants are [P:1]([O-:18])([O:10][CH2:11][C:12]1[CH:17]=[CH:16][CH:15]=[CH:14][CH:13]=1)[O:2][CH2:3][C:4]1[CH:9]=[CH:8][CH:7]=[CH:6][CH:5]=1.C=O.N1C=CC=CC=1.[F:27][C:28]([F:41])([F:40])[S:29]([O:32]S(C(F)(F)F)(=O)=O)(=[O:31])=[O:30]. The catalyst is C1COCC1.CCCCCC.C(OCC)(=O)C. The product is [PH:1](=[O:18])([O:10][CH2:11][C:12]1[CH:17]=[CH:16][CH:15]=[CH:14][CH:13]=1)[O:2][CH2:3][C:4]1[CH:9]=[CH:8][CH:7]=[CH:6][CH:5]=1.[OH:32][S:29]([C:28]([F:41])([F:40])[F:27])(=[O:31])=[O:30]. The yield is 0.410.